Predict the reactants needed to synthesize the given product. From a dataset of Full USPTO retrosynthesis dataset with 1.9M reactions from patents (1976-2016). Given the product [ClH:26].[F:18][C:15]([F:16])([F:17])[O:14][C:10]1[CH:9]=[C:8]([N:7]2[CH2:6][CH2:5][NH:4][CH2:3][C:2]2=[O:1])[CH:13]=[CH:12][CH:11]=1, predict the reactants needed to synthesize it. The reactants are: [O:1]=[C:2]1[N:7]([C:8]2[CH:13]=[CH:12][CH:11]=[C:10]([O:14][C:15]([F:18])([F:17])[F:16])[CH:9]=2)[CH2:6][CH2:5][N:4](C(OC(C)(C)C)=O)[CH2:3]1.[ClH:26].